Dataset: Full USPTO retrosynthesis dataset with 1.9M reactions from patents (1976-2016). Task: Predict the reactants needed to synthesize the given product. (1) Given the product [NH2:1][C:2]([C:4]1[CH:5]=[N:6][C:7]2[C:12]([C:13]=1[NH:14][C:15]1[CH:16]=[C:17]([CH:23]=[CH:24][CH:25]=1)[C:18]([O:20][CH2:21][CH3:22])=[O:19])=[CH:11][CH:10]=[C:9]([C:29]1[CH:30]=[N:31][CH:32]=[CH:33][C:28]=1[CH3:27])[CH:8]=2)=[O:3], predict the reactants needed to synthesize it. The reactants are: [NH2:1][C:2]([C:4]1[CH:5]=[N:6][C:7]2[C:12]([C:13]=1[NH:14][C:15]1[CH:16]=[C:17]([CH:23]=[CH:24][CH:25]=1)[C:18]([O:20][CH2:21][CH3:22])=[O:19])=[CH:11][CH:10]=[C:9](Cl)[CH:8]=2)=[O:3].[CH3:27][C:28]1[CH:33]=[CH:32][N:31]=[CH:30][C:29]=1B(O)O.C(=O)([O-])[O-].[K+].[K+]. (2) Given the product [Br:15][C:3]1[CH:2]=[CH:1][C:13]2[NH:12][C:11]3[C:6]([C:5]=2[C:4]=1[OH:14])=[CH:7][CH:8]=[CH:9][CH:10]=3, predict the reactants needed to synthesize it. The reactants are: [CH:1]1[C:13]2[NH:12][C:11]3[C:6](=[CH:7][CH:8]=[CH:9][CH:10]=3)[C:5]=2[C:4]([OH:14])=[CH:3][CH:2]=1.[Br:15]N1C(=O)CCC1=O. (3) Given the product [C:3]([O:7][C:8]([N:10]1[CH2:15][CH2:14][CH2:13][C:12]2([N:25]([C:26]([O:28][CH2:29][C:30]3[CH:31]=[CH:32][CH:33]=[CH:34][CH:35]=3)=[O:27])[CH2:17][C:16]2([F:24])[F:23])[CH2:11]1)=[O:9])([CH3:4])([CH3:5])[CH3:6], predict the reactants needed to synthesize it. The reactants are: [H-].[Na+].[C:3]([O:7][C:8]([N:10]1[CH2:15][CH2:14][CH2:13][C:12]([NH:25][C:26]([O:28][CH2:29][C:30]2[CH:35]=[CH:34][CH:33]=[CH:32][CH:31]=2)=[O:27])([C:16]([F:24])([F:23])[CH2:17]OS(C)(=O)=O)[CH2:11]1)=[O:9])([CH3:6])([CH3:5])[CH3:4].O. (4) Given the product [F:20][C:2]([F:1])([F:21])[C:3]1[CH:4]=[C:5]([S:9]([C:12]2[CH:19]=[CH:18][C:15]([CH2:16][NH2:17])=[CH:14][CH:13]=2)(=[O:11])=[O:10])[CH:6]=[CH:7][CH:8]=1, predict the reactants needed to synthesize it. The reactants are: [F:1][C:2]([F:21])([F:20])[C:3]1[CH:4]=[C:5]([S:9]([C:12]2[CH:19]=[CH:18][C:15]([C:16]#[N:17])=[CH:14][CH:13]=2)(=[O:11])=[O:10])[CH:6]=[CH:7][CH:8]=1.N.